Task: Predict the reaction yield, written as a fraction of the theoretical maximum amount of product (1.0 means a 100% yield; for example, 0.34 means a 34% yield).. Dataset: Reaction yield outcomes from USPTO patents with 853,638 reactions (1) The reactants are [CH2:1]([CH:3]([CH2:7][CH3:8])[C:4](Cl)=[O:5])[CH3:2].[F:9][C:10]([F:46])([F:45])[C:11]1[CH:12]=[C:13]([CH:38]=[C:39]([C:41]([F:44])([F:43])[F:42])[CH:40]=1)[CH2:14][N:15]([C:32]1[N:33]=[N:34][N:35]([CH3:37])[N:36]=1)[C@H:16]1[CH2:22][CH2:21][CH2:20][NH:19][C:18]2[CH:23]=[C:24]([C:28]([F:31])([F:30])[F:29])[C:25]([CH3:27])=[CH:26][C:17]1=2.N1C=CC=CC=1. The catalyst is C(Cl)Cl. The product is [F:45][C:10]([F:9])([F:46])[C:11]1[CH:12]=[C:13]([CH:38]=[C:39]([C:41]([F:44])([F:42])[F:43])[CH:40]=1)[CH2:14][N:15]([C:32]1[N:33]=[N:34][N:35]([CH3:37])[N:36]=1)[C@H:16]1[CH2:22][CH2:21][CH2:20][N:19]([C:4](=[O:5])[CH:3]([CH2:7][CH3:8])[CH2:1][CH3:2])[C:18]2[CH:23]=[C:24]([C:28]([F:29])([F:30])[F:31])[C:25]([CH3:27])=[CH:26][C:17]1=2. The yield is 0.980. (2) The reactants are [C:1]([O:5][C:6]([N:8]1[CH2:12][CH2:11][CH2:10][C@@H:9]1[C:13]1[N:14]=[N:15][N:16]([C:18]2[CH:23]=[CH:22][CH:21]=[C:20](Br)[CH:19]=2)[N:17]=1)=[O:7])([CH3:4])([CH3:3])[CH3:2].O.[CH3:26][N:27](C=O)C. The catalyst is C1C=CC(P(C2C=CC=CC=2)[C-]2C=CC=C2)=CC=1.C1C=CC(P(C2C=CC=CC=2)[C-]2C=CC=C2)=CC=1.[Fe+2].[C-]#N.[Zn+2].[C-]#N.C1C=CC(/C=C/C(/C=C/C2C=CC=CC=2)=O)=CC=1.C1C=CC(/C=C/C(/C=C/C2C=CC=CC=2)=O)=CC=1.C1C=CC(/C=C/C(/C=C/C2C=CC=CC=2)=O)=CC=1.[Pd].[Pd].C([O-])(=O)C.[Zn+2].C([O-])(=O)C.[Zn]. The product is [C:1]([O:5][C:6]([N:8]1[CH2:12][CH2:11][CH2:10][C@@H:9]1[C:13]1[N:14]=[N:15][N:16]([C:18]2[CH:23]=[CH:22][CH:21]=[C:20]([C:26]#[N:27])[CH:19]=2)[N:17]=1)=[O:7])([CH3:4])([CH3:3])[CH3:2]. The yield is 0.430. (3) The reactants are [F:1][C:2]1[CH:3]=[C:4]([C:8]2[N:13]=[C:12]([CH3:14])[C:11]([C:15]([OH:17])=O)=[CH:10][N:9]=2)[CH:5]=[CH:6][CH:7]=1.CN(C(ON1N=NC2C=CC=NC1=2)=[N+](C)C)C.F[P-](F)(F)(F)(F)F.CCN(C(C)C)C(C)C.[CH3:51][N:52]([CH3:67])[S:53]([C:56]1[C:64]2[C:59](=[CH:60][CH:61]=[C:62]([F:65])[CH:63]=2)[N:58]([NH2:66])[CH:57]=1)(=[O:55])=[O:54]. The catalyst is CN(C=O)C. The product is [CH3:51][N:52]([CH3:67])[S:53]([C:56]1[C:64]2[C:59](=[CH:60][CH:61]=[C:62]([F:65])[CH:63]=2)[N:58]([NH:66][C:15]([C:11]2[C:12]([CH3:14])=[N:13][C:8]([C:4]3[CH:5]=[CH:6][CH:7]=[C:2]([F:1])[CH:3]=3)=[N:9][CH:10]=2)=[O:17])[CH:57]=1)(=[O:54])=[O:55]. The yield is 0.400. (4) The reactants are [F:1][C:2]1[CH:10]=[C:9]2[C:5]([C:6]([C:20]3[CH:21]=[N:22][C:23](C)=[CH:24][CH:25]=3)=[CH:7][N:8]2[S:11]([C:14]2[CH:19]=[CH:18][CH:17]=[CH:16][CH:15]=2)(=[O:13])=[O:12])=[CH:4][CH:3]=1.C1C=C(Cl)C=C(C(OO)=[O:35])C=1. The catalyst is C(Cl)Cl.C([O-])(O)=O.[Na+]. The product is [F:1][C:2]1[CH:10]=[C:9]2[C:5]([C:6]([C:20]3[CH:21]=[N+:22]([O-:35])[CH:23]=[CH:24][CH:25]=3)=[CH:7][N:8]2[S:11]([C:14]2[CH:19]=[CH:18][CH:17]=[CH:16][CH:15]=2)(=[O:13])=[O:12])=[CH:4][CH:3]=1. The yield is 0.830. (5) The reactants are [H-].[Na+].[Br:3][C:4]1[CH:5]=[C:6]([CH:16]=[CH:17][CH:18]=1)[CH2:7][NH:8][C:9](=[O:15])[O:10][C:11]([CH3:14])([CH3:13])[CH3:12].[CH3:19]I. The catalyst is CN(C=O)C. The product is [Br:3][C:4]1[CH:5]=[C:6]([CH:16]=[CH:17][CH:18]=1)[CH2:7][N:8]([CH3:19])[C:9](=[O:15])[O:10][C:11]([CH3:14])([CH3:13])[CH3:12]. The yield is 0.920.